From a dataset of Forward reaction prediction with 1.9M reactions from USPTO patents (1976-2016). Predict the product of the given reaction. Given the reactants [F:1][C:2]1[CH:3]=[C:4]2[C:9](=[CH:10][CH:11]=1)[N:8]=[C:7]([NH:12][C@H:13]1[CH2:17][CH2:16][C@H:15]([NH:18]C(=O)OC(C)(C)C)[CH2:14]1)[CH:6]=[C:5]2[CH3:26].C(O)(C(F)(F)F)=O.[OH-].[Na+], predict the reaction product. The product is: [F:1][C:2]1[CH:3]=[C:4]2[C:9](=[CH:10][CH:11]=1)[N:8]=[C:7]([NH:12][C@H:13]1[CH2:17][CH2:16][C@H:15]([NH2:18])[CH2:14]1)[CH:6]=[C:5]2[CH3:26].